This data is from Reaction yield outcomes from USPTO patents with 853,638 reactions. The task is: Predict the reaction yield, written as a fraction of the theoretical maximum amount of product (1.0 means a 100% yield; for example, 0.34 means a 34% yield). (1) The reactants are Br[C:2]1[CH:3]=[CH:4][C:5]([C:8]([N:10]([CH3:12])[CH3:11])=[O:9])=[N:6][CH:7]=1.[CH3:13][C:14]1([CH3:30])[C:18]([CH3:20])([CH3:19])[O:17][B:16]([B:16]2[O:17][C:18]([CH3:20])([CH3:19])[C:14]([CH3:30])([CH3:13])[O:15]2)[O:15]1.ClCCl.C([O-])(=O)C.[K+]. The catalyst is O1CCOCC1.C1C=CC(P(C2C=CC=CC=2)[C-]2C=CC=C2)=CC=1.C1C=CC(P(C2C=CC=CC=2)[C-]2C=CC=C2)=CC=1.Cl[Pd]Cl.[Fe+2].C1(P(C2C=CC=CC=2)[C-]2C=CC=C2)C=CC=CC=1.[C-]1(P(C2C=CC=CC=2)C2C=CC=CC=2)C=CC=C1.[Fe+2]. The product is [CH3:11][N:10]([CH3:12])[C:8]([C:5]1[CH:4]=[CH:3][C:2]([B:16]2[O:17][C:18]([CH3:20])([CH3:19])[C:14]([CH3:30])([CH3:13])[O:15]2)=[CH:7][N:6]=1)=[O:9]. The yield is 0.680. (2) The reactants are Br[C:2]1[CH:7]=[CH:6][C:5]([C:8]2[S:9][CH:10]=[CH:11][C:12]=2[S:13][CH3:14])=[CH:4][CH:3]=1.[B:15]1([B:15]2[O:19][C:18]([CH3:21])([CH3:20])[C:17]([CH3:23])([CH3:22])[O:16]2)[O:19][C:18]([CH3:21])([CH3:20])[C:17]([CH3:23])([CH3:22])[O:16]1.C([O-])(=O)C.[K+]. The product is [CH3:14][S:13][C:12]1[CH:11]=[CH:10][S:9][C:8]=1[C:5]1[CH:6]=[CH:7][C:2]([B:15]2[O:19][C:18]([CH3:21])([CH3:20])[C:17]([CH3:23])([CH3:22])[O:16]2)=[CH:3][CH:4]=1. The yield is 0.500. The catalyst is CS(C)=O.C(OCC)(=O)C.C1C=CC(P(C2C=CC=CC=2)[C-]2C=CC=C2)=CC=1.C1C=CC(P(C2C=CC=CC=2)[C-]2C=CC=C2)=CC=1.Cl[Pd]Cl.[Fe+2]. (3) The reactants are B.C1COCC1.[CH3:7][NH:8][C:9]([C:11]1[O:12][C:13]2[CH:19]=[CH:18][CH:17]=[CH:16][C:14]=2[CH:15]=1)=O. The catalyst is CO. The product is [CH3:7][NH:8][CH2:9][C:11]1[O:12][C:13]2[CH:19]=[CH:18][CH:17]=[CH:16][C:14]=2[CH:15]=1. The yield is 0.120.